From a dataset of Forward reaction prediction with 1.9M reactions from USPTO patents (1976-2016). Predict the product of the given reaction. (1) Given the reactants [CH3:1][N:2]([CH3:9])[CH:3]1[CH:8]2[CH:4]1[CH2:5][NH:6][CH2:7]2.Br[CH2:11][CH2:12][CH2:13][Cl:14].C(=O)([O-])[O-].[Cs+].[Cs+], predict the reaction product. The product is: [Cl:14][CH2:13][CH2:12][CH2:11][N:6]1[CH2:7][CH:8]2[CH:4]([CH:3]2[N:2]([CH3:9])[CH3:1])[CH2:5]1. (2) Given the reactants [N+:1]([C:4]1[C:5]([NH2:14])=[CH:6][C:7]2[O:12][CH2:11][CH2:10][O:9][C:8]=2[CH:13]=1)([O-:3])=[O:2].Br[C:16]1[CH:21]=[CH:20][C:19]([CH2:22][CH2:23][OH:24])=[CH:18][CH:17]=1, predict the reaction product. The product is: [N+:1]([C:4]1[C:5]([NH:14][C:16]2[CH:21]=[CH:20][C:19]([CH2:22][CH2:23][OH:24])=[CH:18][CH:17]=2)=[CH:6][C:7]2[O:12][CH2:11][CH2:10][O:9][C:8]=2[CH:13]=1)([O-:3])=[O:2]. (3) Given the reactants Cl[C:2]1[N:7]=[C:6]([NH:8][C:9]2[CH:10]=[N:11][C:12]([O:15][CH3:16])=[CH:13][CH:14]=2)[C:5]([C:17]2[N:22]=[C:21]([CH3:23])[N:20]=[C:19]([S:24][CH3:25])[N:18]=2)=[CH:4][N:3]=1.[F:26][C:27]1[CH:32]=[CH:31][C:30](B(O)O)=[CH:29][CH:28]=1.C(=O)([O-])[O-].[Cs+].[Cs+], predict the reaction product. The product is: [F:26][C:27]1[CH:32]=[CH:31][C:30]([C:2]2[N:7]=[C:6]([NH:8][C:9]3[CH:10]=[N:11][C:12]([O:15][CH3:16])=[CH:13][CH:14]=3)[C:5]([C:17]3[N:22]=[C:21]([CH3:23])[N:20]=[C:19]([S:24][CH3:25])[N:18]=3)=[CH:4][N:3]=2)=[CH:29][CH:28]=1. (4) Given the reactants [CH3:1][CH:2]([CH3:15])[CH2:3][C:4]1[CH:11]=[CH:10][C:9]([N+:12]([O-])=O)=[CH:8][C:5]=1[C:6]#[N:7].C([O-])=O.[NH4+], predict the reaction product. The product is: [NH2:12][C:9]1[CH:10]=[CH:11][C:4]([CH2:3][CH:2]([CH3:15])[CH3:1])=[C:5]([CH:8]=1)[C:6]#[N:7].